The task is: Predict which catalyst facilitates the given reaction.. This data is from Catalyst prediction with 721,799 reactions and 888 catalyst types from USPTO. Reactant: [Na].[SH:2][CH2:3][C:4]([O:6][CH2:7][CH3:8])=[O:5].Cl[C:10]1[C:19]2[C:14](=[CH:15][C:16]([O:20][CH3:21])=[CH:17][CH:18]=2)[CH2:13][CH2:12][C:11]=1[CH:22]=O.O. Product: [CH3:21][O:20][C:16]1[CH:15]=[C:14]2[C:19](=[CH:18][CH:17]=1)[C:10]1[S:2][C:3]([C:4]([O:6][CH2:7][CH3:8])=[O:5])=[CH:22][C:11]=1[CH2:12][CH2:13]2. The catalyst class is: 8.